From a dataset of Forward reaction prediction with 1.9M reactions from USPTO patents (1976-2016). Predict the product of the given reaction. (1) The product is: [CH3:44][N:45]([CH3:46])[C:7]1[C:8]2[C:17]([C:18]3[CH:23]=[CH:22][CH:21]=[CH:20][CH:19]=3)=[C:16]([C:24]3[CH:29]=[CH:28][C:27]([C:30]4([NH:34][C:35](=[O:36])[O:37][C:38]([CH3:39])([CH3:41])[CH3:40])[CH2:33][CH2:32][CH2:31]4)=[CH:26][CH:25]=3)[O:15][C:9]=2[N:10]=[C:11]([S:13][CH3:14])[N:12]=1. Given the reactants FC(F)(F)S(O[C:7]1[C:8]2[C:17]([C:18]3[CH:23]=[CH:22][CH:21]=[CH:20][CH:19]=3)=[C:16]([C:24]3[CH:29]=[CH:28][C:27]([C:30]4([NH:34][C:35]([O:37][C:38]([CH3:41])([CH3:40])[CH3:39])=[O:36])[CH2:33][CH2:32][CH2:31]4)=[CH:26][CH:25]=3)[O:15][C:9]=2[N:10]=[C:11]([S:13][CH3:14])[N:12]=1)(=O)=O.[CH3:44][NH:45][CH3:46], predict the reaction product. (2) The product is: [Cl:1][C:2]1[CH:3]=[C:4]2[C:8](=[C:9]([NH:11][CH:35]3[CH2:36][CH2:37][CH2:38][CH2:33]3)[CH:10]=1)[NH:7][C:6]([C:14]1[CH:19]=[CH:18][CH:17]=[CH:16][CH:15]=1)=[CH:5]2. Given the reactants [Cl:1][C:2]1[CH:3]=[C:4]2[C:8](=[C:9]([N+:11]([O-])=O)[CH:10]=1)[NH:7][C:6]([C:14]1[CH:19]=[CH:18][CH:17]=[CH:16][CH:15]=1)=[CH:5]2.C[C:37]1[CH:38]=[C:33]2C(=[C:35]([N+]([O-])=O)[CH:36]=1)NC([C:33]1[CH:38]=[CH:37][CH:36]=[CH:35]C=1)=C2, predict the reaction product. (3) The product is: [C:1]([O:5][C:6](=[O:21])[NH:7][C@H:8]([C:10]1[CH:11]=[CH:12][C:13]([C:16](=[O:20])[CH2:17][N:18]([CH2:22][C:23]2[CH:28]=[CH:27][CH:26]=[CH:25][CH:24]=2)[CH3:19])=[CH:14][CH:15]=1)[CH3:9])([CH3:2])([CH3:4])[CH3:3]. Given the reactants [C:1]([O:5][C:6](=[O:21])[NH:7][C@H:8]([C:10]1[CH:15]=[CH:14][C:13]([C:16](=[O:20])[CH2:17][NH:18][CH3:19])=[CH:12][CH:11]=1)[CH3:9])([CH3:4])([CH3:3])[CH3:2].[CH:22](=O)[C:23]1[CH:28]=[CH:27][CH:26]=[CH:25][CH:24]=1.C(O[BH-](OC(=O)C)OC(=O)C)(=O)C.[Na+].C(=O)([O-])O.[Na+], predict the reaction product. (4) Given the reactants [CH3:1][O:2][C:3]1[CH:4]=[C:5]([CH:11]=[C:12]([C:16]2[CH:21]=[CH:20][C:19]([O:22][C:23]3[CH:28]=[CH:27][C:26]([CH2:29][CH2:30][C:31](=[O:36])[NH:32][C:33]([NH2:35])=[O:34])=[CH:25][CH:24]=3)=[CH:18][CH:17]=2)[C:13]([OH:15])=O)[CH:6]=[C:7]([O:9][CH3:10])[CH:8]=1.[C:37](N1C=CN=C1)([N:39]1C=CN=[CH:40]1)=O.CNC.C1COCC1, predict the reaction product. The product is: [CH3:10][O:9][C:7]1[CH:6]=[C:5]([CH:11]=[C:12]([C:16]2[CH:21]=[CH:20][C:19]([O:22][C:23]3[CH:28]=[CH:27][C:26]([CH2:29][CH2:30][C:31](=[O:36])[NH:32][C:33]([NH2:35])=[O:34])=[CH:25][CH:24]=3)=[CH:18][CH:17]=2)[C:13]([N:39]([CH3:40])[CH3:37])=[O:15])[CH:4]=[C:3]([O:2][CH3:1])[CH:8]=1. (5) Given the reactants F[C:2]1[CH:7]=[CH:6][CH:5]=[CH:4][C:3]=1[N+:8]([O-:10])=[O:9].C(N(CC)CC)C.[NH:18]1[CH2:23][CH2:22][S:21][CH2:20][CH2:19]1, predict the reaction product. The product is: [N+:8]([C:3]1[CH:4]=[CH:5][CH:6]=[CH:7][C:2]=1[N:18]1[CH2:23][CH2:22][S:21][CH2:20][CH2:19]1)([O-:10])=[O:9]. (6) Given the reactants [C@@H:1]12[C:10](=[O:11])[O:9][C:7](=[O:8])[C@@H:2]1[CH2:3][CH2:4][CH2:5][CH2:6]2.C1(C)C=CC=CC=1.[CH3:19][O:20]C1C=CC2N=CC=C([C@@H](O)[C@H]3N4C[C@H](C=C)[C@@H](CC4)C3)C=2C=1.CO, predict the reaction product. The product is: [CH3:19][O:20][C:7]([C@H:2]1[CH2:3][CH2:4][CH2:5][CH2:6][C@H:1]1[C:10]([OH:9])=[O:11])=[O:8]. (7) Given the reactants C[O:2][C:3](=[O:21])[CH2:4][C:5]1[CH:10]=[CH:9][CH:8]=[C:7]([S:11][CH2:12][CH2:13][C@H:14]([O:16]S(C)(=O)=O)[CH3:15])[CH:6]=1.[Cl:22][C:23]1[CH:28]=[CH:27][C:26](O)=[C:25]([O:30][C:31]2[CH:36]=[CH:35][CH:34]=[CH:33][CH:32]=2)[CH:24]=1, predict the reaction product. The product is: [Cl:22][C:23]1[CH:28]=[CH:27][C:26]([O:16][C@@H:14]([CH3:15])[CH2:13][CH2:12][S:11][C:7]2[CH:6]=[C:5]([CH2:4][C:3]([OH:2])=[O:21])[CH:10]=[CH:9][CH:8]=2)=[C:25]([O:30][C:31]2[CH:32]=[CH:33][CH:34]=[CH:35][CH:36]=2)[CH:24]=1. (8) The product is: [O:13]1[C:17]2[CH:18]=[CH:19][CH:20]=[CH:21][C:16]=2[CH:15]=[C:14]1[C:22]([NH:24][C:25]1([C:31]([NH:33][CH:34]2[CH2:39][CH2:38][N:37]([C:40]3[CH:45]=[CH:44][CH:43]=[CH:42][C:41]=3[NH:46][N:50]3[CH2:51][CH:52]=[CH:49][CH2:48]3)[CH2:36][CH:35]2[OH:47])=[O:32])[CH2:30][CH2:29][CH2:28][CH2:27][CH2:26]1)=[O:23]. Given the reactants C(OC/C=C\COC(=O)C)(=O)C.[O:13]1[C:17]2[CH:18]=[CH:19][CH:20]=[CH:21][C:16]=2[CH:15]=[C:14]1[C:22]([NH:24][C:25]1([C:31]([NH:33][CH:34]2[CH2:39][CH2:38][N:37]([C:40]3[CH:45]=[CH:44][CH:43]=[CH:42][C:41]=3[NH2:46])[CH2:36][CH:35]2[OH:47])=[O:32])[CH2:30][CH2:29][CH2:28][CH2:27][CH2:26]1)=[O:23].[CH2:48]([N:50](CC)[CH2:51][CH3:52])[CH3:49], predict the reaction product.